Dataset: Catalyst prediction with 721,799 reactions and 888 catalyst types from USPTO. Task: Predict which catalyst facilitates the given reaction. (1) Reactant: [S:1]1[C:5]2[CH:6]=[CH:7][CH:8]=[CH:9][C:4]=2[N:3]=[C:2]1[N:10]([CH2:41][O:42][CH2:43][CH2:44][Si:45]([CH3:48])([CH3:47])[CH3:46])[C:11]([C:13]1[CH:14]=[CH:15][CH:16]=[C:17]2[C:22]=1[CH2:21][N:20]([C:23]1[S:24][C:25]([C:32]#[C:33][CH2:34][C:35]3[CH:40]=[CH:39][CH:38]=[CH:37][CH:36]=3)=[C:26]([C:28]([O:30][CH3:31])=[O:29])[N:27]=1)[CH2:19][CH2:18]2)=[O:12]. Product: [S:1]1[C:5]2[CH:6]=[CH:7][CH:8]=[CH:9][C:4]=2[N:3]=[C:2]1[N:10]([CH2:41][O:42][CH2:43][CH2:44][Si:45]([CH3:46])([CH3:48])[CH3:47])[C:11]([C:13]1[CH:14]=[CH:15][CH:16]=[C:17]2[C:22]=1[CH2:21][N:20]([C:23]1[S:24][C:25]([CH2:32][CH2:33][CH2:34][C:35]3[CH:40]=[CH:39][CH:38]=[CH:37][CH:36]=3)=[C:26]([C:28]([O:30][CH3:31])=[O:29])[N:27]=1)[CH2:19][CH2:18]2)=[O:12]. The catalyst class is: 78. (2) Reactant: [C:1]([O:5][C:6]([N:8]1[CH2:12][CH2:11][C@H:10]([O:13][C:14]2[CH:15]=[CH:16][C:17]3[O:22][CH2:21][CH2:20][NH:19][C:18]=3[CH:23]=2)[CH2:9]1)=[O:7])([CH3:4])([CH3:3])[CH3:2].Br[C:25]1[CH:26]=[C:27]([CH3:35])[C:28]([S:31]([CH3:34])(=[O:33])=[O:32])=[N:29][CH:30]=1.CC([O-])(C)C.[Na+].CC(C1C=C(C(C)C)C(C2C=CC=CC=2P(C2CCCCC2)C2CCCCC2)=C(C(C)C)C=1)C. Product: [C:1]([O:5][C:6]([N:8]1[CH2:12][CH2:11][C@H:10]([O:13][C:14]2[CH:15]=[CH:16][C:17]3[O:22][CH2:21][CH2:20][N:19]([C:25]4[CH:30]=[N:29][C:28]([S:31]([CH3:34])(=[O:32])=[O:33])=[C:27]([CH3:35])[CH:26]=4)[C:18]=3[CH:23]=2)[CH2:9]1)=[O:7])([CH3:4])([CH3:2])[CH3:3]. The catalyst class is: 62. (3) Reactant: [NH4+:1].[Cl-].C[Al](C)C.[C:7]([C:9]1[C:10]2[CH2:23][CH2:22][CH2:21][CH2:20][C:11]=2[S:12][C:13]=1[NH:14][C:15]([CH:17]1[CH2:19][CH2:18]1)=[O:16])#[N:8]. Product: [C:7]([C:9]1[C:10]2[CH2:23][CH2:22][CH2:21][CH2:20][C:11]=2[S:12][C:13]=1[NH:14][C:15]([CH:17]1[CH2:19][CH2:18]1)=[O:16])(=[NH:1])[NH2:8]. The catalyst class is: 308. (4) Reactant: C(OC([N:8]1[CH2:13][CH2:12][CH:11]([CH2:14][N:15]2[C:23]3[C:18](=[CH:19][CH:20]=[C:21]([N:24]4[C:28](=[O:29])[C:27]([CH3:31])([CH3:30])[N:26]([CH2:32][C:33]5[C:42]6[C:37](=[CH:38][CH:39]=[CH:40][CH:41]=6)[N:36]=[CH:35][CH:34]=5)[C:25]4=[O:43])[CH:22]=3)[C:17]([CH3:45])([CH3:44])[CH2:16]2)[CH2:10][CH2:9]1)=O)(C)(C)C.Cl. Product: [CH3:44][C:17]1([CH3:45])[C:18]2[C:23](=[CH:22][C:21]([N:24]3[C:28](=[O:29])[C:27]([CH3:30])([CH3:31])[N:26]([CH2:32][C:33]4[C:42]5[C:37](=[CH:38][CH:39]=[CH:40][CH:41]=5)[N:36]=[CH:35][CH:34]=4)[C:25]3=[O:43])=[CH:20][CH:19]=2)[N:15]([CH2:14][CH:11]2[CH2:10][CH2:9][NH:8][CH2:13][CH2:12]2)[CH2:16]1. The catalyst class is: 5.